This data is from Full USPTO retrosynthesis dataset with 1.9M reactions from patents (1976-2016). The task is: Predict the reactants needed to synthesize the given product. (1) Given the product [CH:3]1([C:6]2[NH:10][N:9]=[C:8]([NH:11][C:12]3[C:13]([F:32])=[C:14]([NH:22][C@H:23]([C:25]4[CH:26]=[CH:27][C:28]([F:31])=[CH:29][CH:30]=4)[CH3:24])[C:15]([F:21])=[CH:16][C:17]=3[NH2:18])[CH:7]=2)[CH2:5][CH2:4]1, predict the reactants needed to synthesize it. The reactants are: [Cl-].[NH4+].[CH:3]1([C:6]2[NH:10][N:9]=[C:8]([NH:11][C:12]3[C:17]([N+:18]([O-])=O)=[CH:16][C:15]([F:21])=[C:14]([NH:22][C@H:23]([C:25]4[CH:30]=[CH:29][C:28]([F:31])=[CH:27][CH:26]=4)[CH3:24])[C:13]=3[F:32])[CH:7]=2)[CH2:5][CH2:4]1.C([O-])(=O)C.[NH4+]. (2) Given the product [Br:1][C:18]1[C:17]([CH3:27])=[C:16]([C:13]2[CH:14]=[CH:15][C:10]([Cl:9])=[CH:11][CH:12]=2)[N:20]([CH2:21][CH3:22])[C:19]=1[C:23](=[O:26])[CH2:24][CH3:25], predict the reactants needed to synthesize it. The reactants are: [Br:1]N1C(=O)CCC1=O.[Cl:9][C:10]1[CH:15]=[CH:14][C:13]([C:16]2[N:20]([CH2:21][CH3:22])[C:19]([C:23](=[O:26])[CH2:24][CH3:25])=[CH:18][C:17]=2[CH3:27])=[CH:12][CH:11]=1.C(OCC)(=O)C.